This data is from Reaction yield outcomes from USPTO patents with 853,638 reactions. The task is: Predict the reaction yield, written as a fraction of the theoretical maximum amount of product (1.0 means a 100% yield; for example, 0.34 means a 34% yield). (1) The reactants are C[N:2]([CH:4]=[CH:5][C:6]([C:8]1[CH:13]=[CH:12][CH:11]=[C:10]([N+:14]([O-:16])=[O:15])[CH:9]=1)=O)[CH3:3].[CH2:17]([O:19][C:20]([C:22]1[CH:23]=[N:24][NH:25]C=1N)=[O:21])[CH3:18]. The catalyst is C(O)(=O)C. The product is [CH2:17]([O:19][C:20]([C:22]1[CH:23]=[N:24][N:25]2[C:6]([C:8]3[CH:13]=[CH:12][CH:11]=[C:10]([N+:14]([O-:16])=[O:15])[CH:9]=3)=[CH:5][CH:4]=[N:2][C:3]=12)=[O:21])[CH3:18]. The yield is 0.741. (2) The reactants are [F:1][C:2]1[C:3](I)=[C:4]([CH:8]=[CH:9][CH:10]=1)[C:5]([OH:7])=[O:6].[NH:12]1[CH:16]=[CH:15][CH:14]=[N:13]1.CN[C@@H]1CCCC[C@H]1NC.C([O-])([O-])=O.[Cs+].[Cs+]. The catalyst is O.[Cu]I.O1CCOCC1. The product is [F:1][C:2]1[C:3]([N:12]2[CH:16]=[CH:15][CH:14]=[N:13]2)=[C:4]([CH:8]=[CH:9][CH:10]=1)[C:5]([OH:7])=[O:6]. The yield is 0.720. (3) The reactants are [CH3:1][N:2]1[CH2:7][CH2:6][N:5]2[N:8]=[C:9]([NH2:11])[CH:10]=[C:4]2[CH2:3]1.Br[C:13]1[C:14](=[O:21])[N:15]([CH3:20])[N:16]=[C:17]([Cl:19])[CH:18]=1.C(=O)([O-])[O-].[Cs+].[Cs+].CC1(C)C2C(=C(P(C3C=CC=CC=3)C3C=CC=CC=3)C=CC=2)OC2C(P(C3C=CC=CC=3)C3C=CC=CC=3)=CC=CC1=2. The catalyst is C1C=CC(/C=C/C(/C=C/C2C=CC=CC=2)=O)=CC=1.C1C=CC(/C=C/C(/C=C/C2C=CC=CC=2)=O)=CC=1.C1C=CC(/C=C/C(/C=C/C2C=CC=CC=2)=O)=CC=1.[Pd].[Pd].O1CCOCC1. The product is [Cl:19][C:17]1[CH:18]=[C:13]([NH:11][C:9]2[CH:10]=[C:4]3[CH2:3][N:2]([CH3:1])[CH2:7][CH2:6][N:5]3[N:8]=2)[C:14](=[O:21])[N:15]([CH3:20])[N:16]=1. The yield is 0.600. (4) The reactants are [NH2:1][C:2]1[CH:9]=[CH:8][CH:7]=[C:6]([O:10][CH2:11][CH:12]2[CH2:16][CH2:15][CH2:14][CH2:13]2)[C:3]=1[C:4]#[N:5].[C:17]([O:23][CH2:24][CH3:25])(=[O:22])[CH2:18][C:19]([CH3:21])=O.Cl[Sn](Cl)(Cl)Cl. The catalyst is C1(C)C=CC=CC=1. The product is [NH2:5][C:4]1[C:3]2[C:2](=[CH:9][CH:8]=[CH:7][C:6]=2[O:10][CH2:11][CH:12]2[CH2:16][CH2:15][CH2:14][CH2:13]2)[N:1]=[C:19]([CH3:21])[C:18]=1[C:17]([O:23][CH2:24][CH3:25])=[O:22]. The yield is 0.750. (5) The reactants are [I:1][C:2]1[CH:3]=[C:4]2[C:8](=[CH:9][CH:10]=1)[NH:7][C:6](=[O:11])[C:5]2=O.[NH:13]([C:15](=[O:28])[CH2:16][O:17][C:18]1[CH:19]=[C:20]([CH:25]=[CH:26][CH:27]=1)[C:21]([O:23][CH3:24])=[O:22])[NH2:14]. The catalyst is C(O)(=O)C. The product is [I:1][C:2]1[CH:3]=[C:4]2[C:8](=[CH:9][CH:10]=1)[NH:7][C:6](=[O:11])[C:5]2=[N:14][NH:13][C:15](=[O:28])[CH2:16][O:17][C:18]1[CH:19]=[C:20]([CH:25]=[CH:26][CH:27]=1)[C:21]([O:23][CH3:24])=[O:22]. The yield is 0.790. (6) The reactants are [CH2:1]([NH:8][CH:9]=[O:10])[C:2]1[CH:7]=[CH:6][CH:5]=[CH:4][CH:3]=1.I[C:12]1[CH:13]=[C:14]([CH3:19])[CH:15]=[C:16]([CH3:18])[CH:17]=1. The product is [CH2:1]([N:8]([C:12]1[CH:17]=[C:16]([CH3:18])[CH:15]=[C:14]([CH3:19])[CH:13]=1)[CH:9]=[O:10])[C:2]1[CH:7]=[CH:6][CH:5]=[CH:4][CH:3]=1. The yield is 0.990. No catalyst specified. (7) The reactants are [CH2:1]([OH:8])[C:2]1[CH:7]=[CH:6][CH:5]=[CH:4][CH:3]=1.[H-].[Na+].F[C:12]1[CH:17]=[CH:16][C:15]([N+:18]([O-:20])=[O:19])=[C:14]([CH2:21][C:22](OC)([O:24]C)[CH3:23])[C:13]=1[F:28]. The catalyst is CC(N(C)C)=O.Cl. The product is [C:22]([CH2:21][C:14]1[C:13]([F:28])=[C:12]([O:8][CH2:1][C:2]2[CH:7]=[CH:6][CH:5]=[CH:4][CH:3]=2)[CH:17]=[CH:16][C:15]=1[N+:18]([O-:20])=[O:19])(=[O:24])[CH3:23]. The yield is 0.560.